This data is from Catalyst prediction with 721,799 reactions and 888 catalyst types from USPTO. The task is: Predict which catalyst facilitates the given reaction. Reactant: [Cl:1][C:2]1[CH:30]=[CH:29][C:5]([CH2:6][NH:7][C:8]([C:10]2[C:11](=[O:28])[C:12]3[S:19][CH:18]=[C:17]([CH2:20][O:21][CH2:22][CH2:23][Si:24]([CH3:27])([CH3:26])[CH3:25])[C:13]=3[N:14]([CH3:16])[CH:15]=2)=[O:9])=[CH:4][CH:3]=1.[Li+].CC([N-]C(C)C)C.C(NC(C)C)(C)C.C([Li])CCC.C1C[O:54][CH2:53]C1. Product: [Cl:1][C:2]1[CH:3]=[CH:4][C:5]([CH2:6][NH:7][C:8]([C:10]2[C:11](=[O:28])[C:12]3[S:19][C:18]([CH:53]=[O:54])=[C:17]([CH2:20][O:21][CH2:22][CH2:23][Si:24]([CH3:26])([CH3:25])[CH3:27])[C:13]=3[N:14]([CH3:16])[CH:15]=2)=[O:9])=[CH:29][CH:30]=1. The catalyst class is: 3.